This data is from Catalyst prediction with 721,799 reactions and 888 catalyst types from USPTO. The task is: Predict which catalyst facilitates the given reaction. (1) Reactant: [C:1]([O:4][C:5]1[CH:6]=[C:7]([CH:20]=[CH:21][CH:22]=1)[C:8]([NH:10][C:11]([CH3:19])([C:13]1[CH:18]=[CH:17][CH:16]=[CH:15][CH:14]=1)[CH3:12])=[O:9])(=[O:3])C.[OH-].[Na+].O.Cl.[CH:27](N(C(C)C)CC)(C)C.COCCl. Product: [CH3:27][O:3][CH2:1][O:4][C:5]1[CH:6]=[C:7]([CH:20]=[CH:21][CH:22]=1)[C:8]([NH:10][C:11]([CH3:19])([C:13]1[CH:18]=[CH:17][CH:16]=[CH:15][CH:14]=1)[CH3:12])=[O:9]. The catalyst class is: 24. (2) Reactant: C(N(CC)CC)C.Cl.[CH3:9][NH:10][O:11][CH3:12].Cl[CH2:14][C:15]1[N:16]([CH2:29][C:30]([OH:33])([CH3:32])[CH3:31])[C:17]2[C:26]3[CH:25]=[CH:24][CH:23]=[CH:22][C:21]=3[N:20]=[C:19]([NH2:27])[C:18]=2[N:28]=1.O. Product: [OH:33][C:30]([CH3:32])([CH3:31])[CH2:29][N:16]1[C:17]2[C:26]3[CH:25]=[CH:24][CH:23]=[CH:22][C:21]=3[N:20]=[C:19]([NH2:27])[C:18]=2[N:28]=[C:15]1[CH2:14][N:10]([O:11][CH3:12])[CH3:9]. The catalyst class is: 3. (3) Reactant: [Cl:1][C:2]1[CH:10]=[CH:9][C:5]([C:6](Cl)=[O:7])=[CH:4][CH:3]=1.[F:11][C:12]1[CH:13]=[C:14]([NH:20][N:21]=[CH:22][CH3:23])[CH:15]=[CH:16][C:17]=1[O:18][CH3:19].N1C=CC=CC=1. Product: [Cl:1][C:2]1[CH:10]=[CH:9][C:5]([C:6]([N:20]([C:14]2[CH:15]=[CH:16][C:17]([O:18][CH3:19])=[C:12]([F:11])[CH:13]=2)[N:21]=[CH:22][CH3:23])=[O:7])=[CH:4][CH:3]=1. The catalyst class is: 28. (4) Reactant: [NH2:1][C:2]1[N:3]=[N:4][CH:5]=[CH:6][N:7]=1.Br[CH2:9][C:10](=O)[C:11]([O:13][CH2:14][CH3:15])=[O:12]. Product: [CH2:14]([O:13][C:11]([C:10]1[CH:9]=[N:1][C:2]2[N:4]([CH:5]=[CH:6][N:7]=2)[N:3]=1)=[O:12])[CH3:15]. The catalyst class is: 8. (5) Reactant: [C:1]([NH:11][C@H:12]([C:16]([O:18][C:19]1[CH:20]=[C:21]([CH:29]=[CH:30][C:31]=1[O:32][C:33](=[O:49])[C@H:34]([CH:46]([CH3:48])[CH3:47])[NH:35][C:36]([O:38][CH2:39][C:40]1[CH:45]=[CH:44][CH:43]=[CH:42][CH:41]=1)=[O:37])[CH2:22][CH2:23][C:24]([O:26][CH2:27]Cl)=[O:25])=[O:17])[CH:13]([CH3:15])[CH3:14])([O:3][CH2:4][C:5]1[CH:10]=[CH:9][CH:8]=[CH:7][CH:6]=1)=[O:2].[I-:50].[Na+]. Product: [C:1]([NH:11][C@H:12]([C:16]([O:18][C:19]1[CH:20]=[C:21]([CH:29]=[CH:30][C:31]=1[O:32][C:33](=[O:49])[C@H:34]([CH:46]([CH3:48])[CH3:47])[NH:35][C:36]([O:38][CH2:39][C:40]1[CH:45]=[CH:44][CH:43]=[CH:42][CH:41]=1)=[O:37])[CH2:22][CH2:23][C:24]([O:26][CH2:27][I:50])=[O:25])=[O:17])[CH:13]([CH3:15])[CH3:14])([O:3][CH2:4][C:5]1[CH:10]=[CH:9][CH:8]=[CH:7][CH:6]=1)=[O:2]. The catalyst class is: 10. (6) Reactant: C(N(CC)CC)C.[Cl:8][C:9]1[CH:14]=[CH:13][C:12]([N:15]=[C:16]=[O:17])=[CH:11][CH:10]=1.[Cl-].[CH3:19][O:20][C:21]1([O:42][CH3:43])[CH2:25][NH2+:24][C@@H:23]([C:26](=[O:41])[NH:27][C:28]2[CH:33]=[CH:32][C:31]([N:34]3[CH:39]=[CH:38][CH:37]=[CH:36][C:35]3=[O:40])=[CH:30][CH:29]=2)[CH2:22]1. Product: [Cl:8][C:9]1[CH:14]=[CH:13][C:12]([NH:15][C:16]([N:24]2[CH2:25][C:21]([O:42][CH3:43])([O:20][CH3:19])[CH2:22][C@@H:23]2[C:26]([NH:27][C:28]2[CH:33]=[CH:32][C:31]([N:34]3[CH:39]=[CH:38][CH:37]=[CH:36][C:35]3=[O:40])=[CH:30][CH:29]=2)=[O:41])=[O:17])=[CH:11][CH:10]=1. The catalyst class is: 4.